This data is from Full USPTO retrosynthesis dataset with 1.9M reactions from patents (1976-2016). The task is: Predict the reactants needed to synthesize the given product. (1) Given the product [Cl:1][C:2]1[CH:7]=[CH:6][C:5]([C:8]2[N:12]([C:13]3[CH:18]=[CH:17][CH:16]=[CH:15][CH:14]=3)[N:11]=[C:10]([CH2:19][CH2:20][CH2:21][N:34]3[CH2:35][CH2:36][N:31]([C:25]4[CH:26]=[CH:27][CH:28]=[C:29]([CH3:30])[C:24]=4[CH3:23])[CH2:32][CH2:33]3)[CH:9]=2)=[CH:4][CH:3]=1, predict the reactants needed to synthesize it. The reactants are: [Cl:1][C:2]1[CH:7]=[CH:6][C:5]([C:8]2[N:12]([C:13]3[CH:18]=[CH:17][CH:16]=[CH:15][CH:14]=3)[N:11]=[C:10]([CH2:19][CH2:20][CH:21]=O)[CH:9]=2)=[CH:4][CH:3]=1.[CH3:23][C:24]1[C:29]([CH3:30])=[CH:28][CH:27]=[CH:26][C:25]=1[N:31]1[CH2:36][CH2:35][NH:34][CH2:33][CH2:32]1.CCN(C(C)C)C(C)C.[BH-](OC(C)=O)(OC(C)=O)OC(C)=O.[Na+]. (2) The reactants are: [NH2:1][C:2]1[CH:28]=[CH:27][C:5]([O:6][C:7]2[C:16]3[C:11](=[CH:12][C:13]([O:19][CH2:20][C:21]4[CH:26]=[CH:25][CH:24]=[CH:23][CH:22]=4)=[C:14]([C:17]#[N:18])[CH:15]=3)[N:10]=[CH:9][CH:8]=2)=[CH:4][C:3]=1[Cl:29].[N:30]1[CH:35]=C[CH:33]=[CH:32][CH:31]=1.ClC(OC1C=CC=CC=1)=[O:38].C1(N)CC1. Given the product [CH2:20]([O:19][C:13]1[CH:12]=[C:11]2[C:16]([C:7]([O:6][C:5]3[CH:27]=[CH:28][C:2]([NH:1][C:35]([NH:30][CH:31]4[CH2:33][CH2:32]4)=[O:38])=[C:3]([Cl:29])[CH:4]=3)=[CH:8][CH:9]=[N:10]2)=[CH:15][C:14]=1[C:17]#[N:18])[C:21]1[CH:26]=[CH:25][CH:24]=[CH:23][CH:22]=1, predict the reactants needed to synthesize it. (3) Given the product [CH2:11]([O:13][C:14]([C:15]1[CH:16]=[C:17]([CH3:18])[N:1]([C:2]2[CH:10]=[CH:9][CH:8]=[C:4]([C:5](=[O:6])[NH2:7])[CH:3]=2)[C:20]=1[C:21]1[CH:22]=[CH:23][CH:24]=[CH:25][CH:26]=1)=[O:28])[CH3:12], predict the reactants needed to synthesize it. The reactants are: [NH2:1][C:2]1[CH:3]=[C:4]([CH:8]=[CH:9][CH:10]=1)[C:5]([NH2:7])=[O:6].[CH2:11]([O:13][C:14](=[O:28])[CH:15]([C:20](=O)[C:21]1[CH:26]=[CH:25][CH:24]=[CH:23][CH:22]=1)[CH2:16][C:17](=O)[CH3:18])[CH3:12].CC1C=CC(S(O)(=O)=O)=CC=1.